Task: Predict the reactants needed to synthesize the given product.. Dataset: Full USPTO retrosynthesis dataset with 1.9M reactions from patents (1976-2016) (1) Given the product [Br:14][C:15]1[CH:25]=[C:24]([F:26])[CH:23]=[CH:22][C:16]=1[O:17][CH2:18][C:19]([N:4]([CH:1]([CH3:3])[CH3:2])[NH:5][C:6]([CH:8]1[CH2:9][CH2:10][S:11][CH2:12][CH2:13]1)=[O:7])=[O:20], predict the reactants needed to synthesize it. The reactants are: [CH:1]([NH:4][NH:5][C:6]([CH:8]1[CH2:13][CH2:12][S:11][CH2:10][CH2:9]1)=[O:7])([CH3:3])[CH3:2].[Br:14][C:15]1[CH:25]=[C:24]([F:26])[CH:23]=[CH:22][C:16]=1[O:17][CH2:18][C:19](O)=[O:20].C1C=CC2N(O)N=NC=2C=1.CCN=C=NCCCN(C)C.C(N(CC)CC)C. (2) Given the product [F:1][C:2]1[CH:32]=[C:31]([F:33])[CH:30]=[CH:29][C:3]=1[CH2:4][O:5][C:6]1[N:7]=[CH:8][N:9]([C:15]2[CH:16]=[C:17]([CH:25]=[CH:26][C:27]=2[CH3:28])[C:18]([NH:20][CH2:21][CH2:22][OH:23])=[O:19])[C:10](=[O:14])[C:11]=1[CH2:12][CH3:13], predict the reactants needed to synthesize it. The reactants are: [F:1][C:2]1[CH:32]=[C:31]([F:33])[CH:30]=[CH:29][C:3]=1[CH2:4][O:5][C:6]1[N:7]=[CH:8][N:9]([C:15]2[CH:16]=[C:17]([CH:25]=[CH:26][C:27]=2[CH3:28])[C:18]([NH:20][C@H:21](C)[CH2:22][OH:23])=[O:19])[C:10](=[O:14])[C:11]=1[CH2:12][CH3:13].N[C@H](C)CO. (3) Given the product [C:17]12([C:16]3[C:11]([O:10][C:7]4[N:8]=[CH:9][C:4]([NH2:1])=[CH:5][CH:6]=4)=[CH:12][CH:13]=[CH:14][C:15]=3[O:21][CH2:20]1)[CH2:19][CH2:18]2, predict the reactants needed to synthesize it. The reactants are: [N+:1]([C:4]1[CH:5]=[CH:6][C:7]([O:10][C:11]2[C:16]3[C:17]4([CH2:20][O:21][C:15]=3[CH:14]=[CH:13][CH:12]=2)[CH2:19][CH2:18]4)=[N:8][CH:9]=1)([O-])=O.O.[Cl-].[NH4+]. (4) Given the product [Cl:1][C:2]1[N:7]=[N:6][C:5]([CH2:8][C:9]2[CH:10]=[CH:11][C:12]([F:17])=[C:13]([CH:16]=2)[C:14]#[N:15])=[C:4]([CH3:20])[C:3]=1[CH3:21], predict the reactants needed to synthesize it. The reactants are: [Cl:1][C:2]1[N:7]=[N:6][C:5]([CH:8](C#N)[C:9]2[CH:10]=[CH:11][C:12]([F:17])=[C:13]([CH:16]=2)[C:14]#[N:15])=[C:4]([CH3:20])[C:3]=1[CH3:21].Cl.O. (5) Given the product [CH3:29][CH2:30][O:31][C:32]([C@@H:34]([NH:43][C@H:44]([C:46]([N:48]1[C@H:55]([C:56]([OH:58])=[O:57])[CH2:54][C@H:53]2[C@@H:49]1[CH2:50][CH2:51][CH2:52]2)=[O:47])[CH3:45])[CH2:35][CH2:36][C:37]1[CH:42]=[CH:41][CH:40]=[CH:39][CH:38]=1)=[O:33].[CH3:1][CH2:2][O:3][C:4]([C:6]1[CH:11]([C:12]2[CH:13]=[CH:14][CH:15]=[CH:16][C:17]=2[Cl:18])[C:10]([C:19]([O:21][CH3:22])=[O:20])=[C:9]([CH3:23])[NH:8][C:7]=1[CH2:24][O:25][CH2:26][CH2:27][NH2:28])=[O:5], predict the reactants needed to synthesize it. The reactants are: [CH3:1][CH2:2][O:3][C:4]([C:6]1[CH:11]([C:12]2[CH:13]=[CH:14][CH:15]=[CH:16][C:17]=2[Cl:18])[C:10]([C:19]([O:21][CH3:22])=[O:20])=[C:9]([CH3:23])[NH:8][C:7]=1[CH2:24][O:25][CH2:26][CH2:27][NH2:28])=[O:5].[CH3:29][CH2:30][O:31][C:32]([C@@H:34]([NH:43][C@H:44]([C:46]([N:48]1[C@H:55]([C:56]([OH:58])=[O:57])[CH2:54][C@H:53]2[C@@H:49]1[CH2:50][CH2:51][CH2:52]2)=[O:47])[CH3:45])[CH2:35][CH2:36][C:37]1[CH:38]=[CH:39][CH:40]=[CH:41][CH:42]=1)=[O:33]. (6) Given the product [OH:1][N:2]=[C:3]([C:8]([O-:10])=[O:9])[C:4]([O-:6])=[O:5].[Ag+2:22], predict the reactants needed to synthesize it. The reactants are: [OH:1][N:2]=[C:3]([C:8]([O:10]C)=[O:9])[C:4]([O:6]C)=[O:5].[OH-].[Na+].[N+]([O-])(O)=O.[N+]([O-])([O-])=O.[Ag+:22]. (7) Given the product [Cl:1][C:2]1[C:7]([Cl:8])=[CH:6][C:5]([NH:9][C:10]2[C:19]3[C:14](=[CH:15][C:16]([O:23][CH2:24][CH2:25][O:26][CH2:27][CH2:28][O:29][S:39]([CH3:38])(=[O:41])=[O:40])=[C:17]([N+:20]([O-:22])=[O:21])[CH:18]=3)[N:13]=[CH:12][N:11]=2)=[C:4]([F:30])[CH:3]=1, predict the reactants needed to synthesize it. The reactants are: [Cl:1][C:2]1[C:7]([Cl:8])=[CH:6][C:5]([NH:9][C:10]2[C:19]3[C:14](=[CH:15][C:16]([O:23][CH2:24][CH2:25][O:26][CH2:27][CH2:28][OH:29])=[C:17]([N+:20]([O-:22])=[O:21])[CH:18]=3)[N:13]=[CH:12][N:11]=2)=[C:4]([F:30])[CH:3]=1.C(N(CC)CC)C.[CH3:38][S:39](Cl)(=[O:41])=[O:40]. (8) Given the product [Br:1][C:2]1[CH:3]=[C:4]2[C:8](=[CH:9][CH:10]=1)[C:7](=[O:11])[NH:19][CH2:6][C:5]2([CH3:13])[CH3:12], predict the reactants needed to synthesize it. The reactants are: [Br:1][C:2]1[CH:3]=[C:4]2[C:8](=[CH:9][CH:10]=1)[C:7](=[O:11])[CH2:6][C:5]2([CH3:13])[CH3:12].CS(O)(=O)=O.[N-:19]=[N+]=[N-].[Na+].